From a dataset of Reaction yield outcomes from USPTO patents with 853,638 reactions. Predict the reaction yield, written as a fraction of the theoretical maximum amount of product (1.0 means a 100% yield; for example, 0.34 means a 34% yield). (1) The reactants are [NH2:1][CH2:2][CH:3]1[O:7][C:6](=[O:8])[N:5]([C:9]2[CH:14]=[CH:13][C:12]([O:15][C:16]3[CH:21]=[CH:20][C:19]([CH2:22][CH3:23])=[CH:18][C:17]=3[OH:24])=[C:11]([F:25])[CH:10]=2)[CH2:4]1.[C:26](OC(=O)C)(=[O:28])[CH3:27]. The catalyst is ClCCl.O. The product is [CH2:22]([C:19]1[CH:20]=[CH:21][C:16]([O:15][C:12]2[CH:13]=[CH:14][C:9]([N:5]3[CH2:4][CH:3]([CH2:2][NH:1][C:26](=[O:28])[CH3:27])[O:7][C:6]3=[O:8])=[CH:10][C:11]=2[F:25])=[C:17]([OH:24])[CH:18]=1)[CH3:23]. The yield is 0.552. (2) The catalyst is C1CCCCC1. The product is [CH3:1][O:2][C:3]([C@@H:5]1[CH2:9][C:8](=[O:10])[N:7]([C:11]2[CH:12]=[CH:13][C:14]([OH:17])=[CH:15][CH:16]=2)[CH2:6]1)=[O:4]. The reactants are [CH3:1][O:2][C:3]([CH:5]1[CH2:9][C:8](=[O:10])[N:7]([C:11]2[CH:16]=[CH:15][C:14]([OH:17])=[CH:13][CH:12]=2)[CH2:6]1)=[O:4].P([O-])([O-])([O-])=O.[K+].[K+].[K+].[Cl-].[Na+].S([O-])([O-])(=O)=O.[Mg+2].[OH-].[Na+]. The yield is 0.448. (3) The reactants are [CH3:1][CH:2]([CH3:20])[CH2:3][C@H:4]([NH:12][C:13](=[O:19])[O:14][C:15]([CH3:18])([CH3:17])[CH3:16])[CH2:5][N:6]1[CH2:11][CH2:10][NH:9][CH2:8][CH2:7]1.C(Cl)CCl.C1C=CC2N(O)N=NC=2C=1.[NH:35]([C:42]([O:44][CH2:45][C:46]1[CH:51]=[CH:50][CH:49]=[CH:48][CH:47]=1)=[O:43])[C@H:36]([C:39](O)=[O:40])[CH2:37][OH:38].C(N(CC)CC)C.C([O-])(O)=O.[Na+].Cl. The catalyst is C(Cl)Cl.[Cl-].[Na+].O. The product is [OH:40][CH2:39][C@H:36]([NH:35][C:42]([O:44][CH2:45][C:46]1[CH:47]=[CH:48][CH:49]=[CH:50][CH:51]=1)=[O:43])[C:37]([N:9]1[CH2:8][CH2:7][N:6]([CH2:5][C@@H:4]([NH:12][C:13](=[O:19])[O:14][C:15]([CH3:18])([CH3:17])[CH3:16])[CH2:3][CH:2]([CH3:20])[CH3:1])[CH2:11][CH2:10]1)=[O:38]. The yield is 0.570. (4) The reactants are [CH2:1]([C:3]1[N:4]([C:28]2[CH:33]=[CH:32][C:31]([OH:34])=[CH:30][CH:29]=2)[C:5](=[O:27])[C:6]([CH2:12][C:13]2[CH:18]=[CH:17][C:16]([C:19]3[C:20]([C:25]#[N:26])=[CH:21][CH:22]=[CH:23][CH:24]=3)=[CH:15][CH:14]=2)=[C:7]([CH2:9][CH2:10][CH3:11])[N:8]=1)[CH3:2].C1(P([C:48]2[CH:53]=CC=CC=2)C2C=CC=CC=2)C=CC=CC=1.[N:55]([C:56]([O:58]C(C)C)=[O:57])=[N:55][C:56]([O:58]C(C)C)=[O:57].[O:68]1[CH2:72][CH2:71][CH2:70][CH2:69]1. The catalyst is C(OCC)(=O)C. The product is [CH2:1]([C:3]1[N:4]([C:28]2[CH:33]=[CH:32][C:31]([O:34][CH2:69][CH:70]3[CH2:48][CH2:53][O:68][CH2:72][CH2:71]3)=[CH:30][CH:29]=2)[C:5](=[O:27])[C:6]([CH2:12][C:13]2[CH:18]=[CH:17][C:16]([C:19]3[CH:24]=[CH:23][CH:22]=[CH:21][C:20]=3[C:25]3[NH:55][C:56](=[O:57])[O:58][N:26]=3)=[CH:15][CH:14]=2)=[C:7]([CH2:9][CH2:10][CH3:11])[N:8]=1)[CH3:2]. The yield is 0.730. (5) The reactants are Br[C:2]1[CH:7]=[CH:6][CH:5]=[C:4]([Br:8])[N:3]=1.C([Mg]Cl)(C)C.[CH2:14]([Sn:18](Cl)([CH2:23][CH2:24][CH2:25][CH3:26])[CH2:19][CH2:20][CH2:21][CH3:22])[CH2:15][CH2:16][CH3:17]. The catalyst is C1COCC1. The product is [Br:8][C:4]1[CH:5]=[CH:6][CH:7]=[C:2]([Sn:18]([CH2:19][CH2:20][CH2:21][CH3:22])([CH2:23][CH2:24][CH2:25][CH3:26])[CH2:14][CH2:15][CH2:16][CH3:17])[N:3]=1. The yield is 0.403.